From a dataset of Catalyst prediction with 721,799 reactions and 888 catalyst types from USPTO. Predict which catalyst facilitates the given reaction. (1) Reactant: [C:1]([O:4][C@@:5]1(C(C)(C)C)[CH:18]=[CH:17][C@@H:16]2[C@@:7]34[CH2:22][CH2:21][N:19]([CH3:20])[C@@H:15]2[CH2:14][C:13]2[C:8]3=[C:9]([O:29][C@@H:6]14)[C:10]([F:28])([O:23]O[SiH](C)C)[CH2:11][CH:12]=2)(=[O:3])[NH2:2].CCCC[N+](CCCC)(CCCC)CCCC.[F-]. Product: [C:1](=[O:3])([OH:4])[NH2:2].[F:28][C:10]1([OH:23])[C:9]2[O:29][C@@H:6]3[C@@:7]45[CH2:22][CH2:21][N:19]([CH3:20])[C@@H:15]([C@@H:16]4[CH:17]=[CH:18][C@@H:5]3[OH:4])[CH2:14][C:13]([C:8]5=2)=[CH:12][CH2:11]1. The catalyst class is: 1. (2) Reactant: [OH:1][C@H:2]1[C@@:7]([OH:9])([CH3:8])[C@@H:6]([CH3:10])[CH2:5][C@@H:4]([C:11]2[CH:16]=[CH:15][N:14]=[CH:13][C:12]=2[NH:17][C:18]([C:20]2[N:25]=[C:24]([C:26]3[C:31]([F:32])=[CH:30][C:29]([C:33]4[CH2:38][CH2:37][N:36](C(OCC5C=CC=CC=5)=O)[CH2:35][CH:34]=4)=[CH:28][C:27]=3[F:49])[C:23]([F:50])=[CH:22][CH:21]=2)=[O:19])[CH2:3]1.[CH3:51][CH2:52]O. Product: [OH:1][C@H:2]1[C@@:7]([OH:9])([CH3:8])[C@@H:6]([CH3:10])[CH2:5][C@@H:4]([C:11]2[CH:16]=[CH:15][N:14]=[CH:13][C:12]=2[NH:17][C:18](=[O:19])[C:20]2[CH:21]=[CH:22][C:23]([F:50])=[C:24]([C:26]3[C:31]([F:32])=[CH:30][C:29]([CH:33]4[CH2:34][CH2:35][N:36]([CH2:51][CH3:52])[CH2:37][CH2:38]4)=[CH:28][C:27]=3[F:49])[N:25]=2)[CH2:3]1. The catalyst class is: 45. (3) Reactant: [CH3:1][C:2]([CH3:11])=[CH:3][C:4]1[S:8][C:7]([C:9]#[N:10])=[CH:6][CH:5]=1.[H-].[Al+3].[Li+].[H-].[H-].[H-].O.[OH-].[Na+]. Product: [CH3:1][C:2]([CH3:11])=[CH:3][C:4]1[S:8][C:7]([CH2:9][NH2:10])=[CH:6][CH:5]=1. The catalyst class is: 7. (4) The catalyst class is: 5. Product: [CH3:9][O:8][C:1](=[O:7])[CH2:2][CH2:3][C:4]([O:5][CH3:19])([O:12][CH3:11])[CH3:6]. Reactant: [C:1]([O:8][CH2:9]C)(=[O:7])[CH2:2][CH2:3][C:4]([CH3:6])=[O:5].[CH:11](OC)(OC)[O:12]C.O.[C:19]1(C)C=CC(S(O)(=O)=O)=CC=1. (5) Reactant: Br.Br[CH2:3][C:4]([C:6]1[CH:11]=[CH:10][CH:9]=[CH:8][N:7]=1)=O.[CH3:12][C:13]1[CH:14]=[C:15]([NH:19][C:20]([NH2:22])=[S:21])[CH:16]=[CH:17][CH:18]=1.N. Product: [CH3:12][C:13]1[CH:14]=[C:15]([NH:19][C:20]2[S:21][CH:3]=[C:4]([C:6]3[CH:11]=[CH:10][CH:9]=[CH:8][N:7]=3)[N:22]=2)[CH:16]=[CH:17][CH:18]=1. The catalyst class is: 88.